From a dataset of NCI-60 drug combinations with 297,098 pairs across 59 cell lines. Regression. Given two drug SMILES strings and cell line genomic features, predict the synergy score measuring deviation from expected non-interaction effect. (1) Drug 1: CC1=C(C(=CC=C1)Cl)NC(=O)C2=CN=C(S2)NC3=CC(=NC(=N3)C)N4CCN(CC4)CCO. Drug 2: COCCOC1=C(C=C2C(=C1)C(=NC=N2)NC3=CC=CC(=C3)C#C)OCCOC.Cl. Cell line: T-47D. Synergy scores: CSS=3.89, Synergy_ZIP=-1.52, Synergy_Bliss=5.12, Synergy_Loewe=4.40, Synergy_HSA=4.40. (2) Cell line: KM12. Drug 2: CN(CC1=CN=C2C(=N1)C(=NC(=N2)N)N)C3=CC=C(C=C3)C(=O)NC(CCC(=O)O)C(=O)O. Drug 1: CC1=C(C=C(C=C1)NC2=NC=CC(=N2)N(C)C3=CC4=NN(C(=C4C=C3)C)C)S(=O)(=O)N.Cl. Synergy scores: CSS=11.2, Synergy_ZIP=2.44, Synergy_Bliss=0.528, Synergy_Loewe=-4.48, Synergy_HSA=2.70. (3) Drug 1: C1CN(P(=O)(OC1)NCCCl)CCCl. Drug 2: C1C(C(OC1N2C=NC(=NC2=O)N)CO)O. Cell line: SF-539. Synergy scores: CSS=-6.23, Synergy_ZIP=6.11, Synergy_Bliss=10.0, Synergy_Loewe=-6.84, Synergy_HSA=0.0223.